This data is from Forward reaction prediction with 1.9M reactions from USPTO patents (1976-2016). The task is: Predict the product of the given reaction. (1) Given the reactants C[O:2][C:3](=[O:33])[CH2:4][CH:5]([N:19]1[CH2:27][C:26]2[C:21](=[C:22]([NH:28][C:29](=[O:31])[CH3:30])[CH:23]=[CH:24][CH:25]=2)[C:20]1=[O:32])[C:6]1[CH:11]=[CH:10][C:9]([O:12][CH:13]([F:15])[F:14])=[C:8]([O:16][CH2:17][CH3:18])[CH:7]=1.[OH-].[Na+], predict the reaction product. The product is: [C:29]([NH:28][C:22]1[CH:23]=[CH:24][CH:25]=[C:26]2[C:21]=1[C:20](=[O:32])[N:19]([CH:5]([C:6]1[CH:11]=[CH:10][C:9]([O:12][CH:13]([F:14])[F:15])=[C:8]([O:16][CH2:17][CH3:18])[CH:7]=1)[CH2:4][C:3]([OH:33])=[O:2])[CH2:27]2)(=[O:31])[CH3:30]. (2) Given the reactants [CH:1]1([N:6]2[C:14]3[CH:13]=[CH:12][N:11]=[C:10]([O:15]C)[C:9]=3[C:8]([C:17]3[CH:22]=[CH:21][C:20]([CH2:23][C:24]#[N:25])=[CH:19][CH:18]=3)=[N:7]2)[CH2:5][CH2:4][CH2:3][CH2:2]1.[I-].[Na+].Cl[Si](C)(C)C.O, predict the reaction product. The product is: [CH:1]1([N:6]2[C:14]3[CH:13]=[CH:12][NH:11][C:10](=[O:15])[C:9]=3[C:8]([C:17]3[CH:18]=[CH:19][C:20]([CH2:23][C:24]#[N:25])=[CH:21][CH:22]=3)=[N:7]2)[CH2:5][CH2:4][CH2:3][CH2:2]1. (3) Given the reactants [CH3:1][O:2][C:3]1[C:8]([C:9]([NH2:11])=[O:10])=[CH:7][C:6]([C:12]([NH2:14])=[O:13])=[CH:5][CH:4]=1.N[C:16]1[CH:25]=[CH:24][C:23]2[C:18](=[CH:19][CH:20]=[CH:21][CH:22]=2)[N:17]=1, predict the reaction product. The product is: [CH3:1][O:2][C:3]1[CH:4]=[CH:5][C:6]([C:12]([NH2:14])=[O:13])=[CH:7][C:8]=1[C:9]([NH:11][C:16]1[CH:25]=[CH:24][C:23]2[C:18](=[CH:19][CH:20]=[CH:21][CH:22]=2)[N:17]=1)=[O:10]. (4) Given the reactants [CH:1]([N:4]1[CH2:9][CH2:8][CH:7]([NH2:10])[CH2:6][CH2:5]1)([CH3:3])[CH3:2].CCN(C(C)C)C(C)C.CN(C(ON1N=NC2C=CC=NC1=2)=[N+](C)C)C.F[P-](F)(F)(F)(F)F.[C:44]1([C:50]2[NH:54][C:53]([C:55](O)=[O:56])=[CH:52][CH:51]=2)[CH:49]=[CH:48][CH:47]=[CH:46][CH:45]=1, predict the reaction product. The product is: [CH:1]([N:4]1[CH2:9][CH2:8][CH:7]([NH:10][C:55]([C:53]2[NH:54][C:50]([C:44]3[CH:45]=[CH:46][CH:47]=[CH:48][CH:49]=3)=[CH:51][CH:52]=2)=[O:56])[CH2:6][CH2:5]1)([CH3:3])[CH3:2]. (5) Given the reactants [CH3:1][O:2][C:3](=[O:22])[CH:4]([NH:12][C:13](=[O:21])[C:14]1[CH:19]=[CH:18][CH:17]=[CH:16][C:15]=1I)[C:5]1[CH:10]=[CH:9][CH:8]=[CH:7][C:6]=1I.CC([O-])=O.[K+], predict the reaction product. The product is: [CH3:1][O:2][C:3]([CH:4]1[C:5]2[CH:10]=[CH:9][CH:8]=[CH:7][C:6]=2[C:15]2[CH:16]=[CH:17][CH:18]=[CH:19][C:14]=2[C:13](=[O:21])[NH:12]1)=[O:22]. (6) The product is: [CH3:1][CH:2]([CH3:32])[CH2:3][CH2:4][NH:5][C:6]([C:8]1[N:9]=[N:10][C:11]([N:14]2[CH2:19][CH2:18][N:17]([C:20](=[O:31])[C:21]3[CH:26]=[CH:25][CH:24]=[CH:23][C:22]=3[S:27](=[O:29])(=[O:28])[NH2:54])[CH2:16][CH2:15]2)=[CH:12][CH:13]=1)=[O:7]. Given the reactants [CH3:1][CH:2]([CH3:32])[CH2:3][CH2:4][NH:5][C:6]([C:8]1[N:9]=[N:10][C:11]([N:14]2[CH2:19][CH2:18][N:17]([C:20](=[O:31])[C:21]3[CH:26]=[CH:25][CH:24]=[CH:23][C:22]=3[S:27](C)(=[O:29])=[O:28])[CH2:16][CH2:15]2)=[CH:12][CH:13]=1)=[O:7].C[Mg]Cl.C(B(CCCC)CCCC)CCC.C([O-])(=O)C.[Na+].[NH2:54]OS(O)(=O)=O, predict the reaction product. (7) Given the reactants C(OC([N:8]1[CH2:13][CH2:12][CH:11]([C:14]2[CH:19]=[CH:18][C:17]([NH:20][C:21]3[N:40]=[C:24]4[C:25]([C:29]5[CH:34]=[CH:33][C:32]([CH:35]([F:37])[F:36])=[CH:31][C:30]=5[O:38][CH3:39])=[CH:26][CH:27]=[CH:28][N:23]4[N:22]=3)=[CH:16][CH:15]=2)[CH2:10][CH2:9]1)=O)(C)(C)C.FC(F)(F)C(O)=O, predict the reaction product. The product is: [F:37][CH:35]([F:36])[C:32]1[CH:33]=[CH:34][C:29]([C:25]2[C:24]3[N:23]([N:22]=[C:21]([NH:20][C:17]4[CH:16]=[CH:15][C:14]([CH:11]5[CH2:10][CH2:9][NH:8][CH2:13][CH2:12]5)=[CH:19][CH:18]=4)[N:40]=3)[CH:28]=[CH:27][CH:26]=2)=[C:30]([O:38][CH3:39])[CH:31]=1. (8) The product is: [OH:18][CH2:17][C:2]([CH3:19])([CH3:1])[CH2:3][N:4]1[CH2:9][CH2:8][N:7]([C:10]([O:12][C:13]([CH3:16])([CH3:15])[CH3:14])=[O:11])[CH2:6][CH2:5]1. Given the reactants [CH3:1][C:2]([CH3:19])([CH:17]=[O:18])[CH2:3][N:4]1[CH2:9][CH2:8][N:7]([C:10]([O:12][C:13]([CH3:16])([CH3:15])[CH3:14])=[O:11])[CH2:6][CH2:5]1.[BH4-].[Na+], predict the reaction product. (9) Given the reactants [Cl:1][C:2]1[CH:3]=[CH:4][C:5]([C:18]([F:21])([F:20])[F:19])=[C:6]2[C:11]=1[NH:10][CH:9]=[C:8]([C:12]([O:14]CC)=[O:13])[C:7]2=[O:17].[OH-].[Na+].C(O)(=O)C, predict the reaction product. The product is: [Cl:1][C:2]1[CH:3]=[CH:4][C:5]([C:18]([F:21])([F:19])[F:20])=[C:6]2[C:11]=1[NH:10][CH:9]=[C:8]([C:12]([OH:14])=[O:13])[C:7]2=[O:17]. (10) Given the reactants CC(C[AlH]CC(C)C)C.[C:10]([O:14][C:15]([N:17]1[CH2:22][CH2:21][C:20]([C:31]#N)([C:23]2[CH:28]=[CH:27][C:26]([S:29][CH3:30])=[CH:25][CH:24]=2)[CH2:19][CH2:18]1)=[O:16])([CH3:13])([CH3:12])[CH3:11].C([O:35]CC)C, predict the reaction product. The product is: [C:10]([O:14][C:15]([N:17]1[CH2:22][CH2:21][C:20]([CH:31]=[O:35])([C:23]2[CH:28]=[CH:27][C:26]([S:29][CH3:30])=[CH:25][CH:24]=2)[CH2:19][CH2:18]1)=[O:16])([CH3:13])([CH3:12])[CH3:11].